Dataset: Forward reaction prediction with 1.9M reactions from USPTO patents (1976-2016). Task: Predict the product of the given reaction. (1) Given the reactants [F:1][C:2]1[CH:3]=[N:4][CH:5]=[CH:6][C:7]=1[C:8]1[N:9]=[CH:10][C:11](=O)[NH:12][C:13]=1[C:14]1[CH:15]=[N:16][CH:17]=[CH:18][CH:19]=1.P(Cl)(Cl)([Cl:23])=O, predict the reaction product. The product is: [Cl:23][C:11]1[N:12]=[C:13]([C:14]2[CH:15]=[N:16][CH:17]=[CH:18][CH:19]=2)[C:8]([C:7]2[CH:6]=[CH:5][N:4]=[CH:3][C:2]=2[F:1])=[N:9][CH:10]=1. (2) Given the reactants [NH:1]1[CH2:6][CH2:5][C:4]2([O:11][C:10]3[C:12]4[C:17]([C:18](=[O:21])[C:19](=[O:20])[C:9]=3[S:8][CH2:7]2)=[CH:16][CH:15]=[CH:14][CH:13]=4)[CH2:3][CH2:2]1.Br[CH2:23][CH:24]([CH2:27]C)[CH2:25][CH3:26], predict the reaction product. The product is: [CH3:23][CH:24]([CH3:27])[CH2:25][CH2:26][N:1]1[CH2:2][CH2:3][C:4]2([O:11][C:10]3[C:12]4[C:17]([C:18](=[O:21])[C:19](=[O:20])[C:9]=3[S:8][CH2:7]2)=[CH:16][CH:15]=[CH:14][CH:13]=4)[CH2:5][CH2:6]1. (3) The product is: [CH3:20][O:19][C@H:10]([CH2:11][N:12]1[CH2:13][CH2:14][N:15]([CH3:18])[CH2:16][CH2:17]1)[CH2:9][NH2:8]. Given the reactants C([N:8](CC1C=CC=CC=1)[CH2:9][C@H:10]([O:19][CH3:20])[CH2:11][N:12]1[CH2:17][CH2:16][N:15]([CH3:18])[CH2:14][CH2:13]1)C1C=CC=CC=1.[H][H], predict the reaction product. (4) The product is: [CH3:28][C:24]1([CH3:29])[CH2:25][C:26](=[O:27])[N:21]([C:18]2[CH:19]=[N:20][C:15]([O:14][C:11]([N:2]3[CH2:3][CH2:4][C:5]4[C:10](=[CH:9][CH:8]=[CH:7][CH:6]=4)[CH2:1]3)=[O:12])=[CH:16][CH:17]=2)[C:22](=[O:30])[CH2:23]1. Given the reactants [CH2:1]1[C:10]2[C:5](=[CH:6][CH:7]=[CH:8][CH:9]=2)[CH2:4][CH2:3][N:2]1[C:11](Cl)=[O:12].[OH:14][C:15]1[N:20]=[CH:19][C:18]([N:21]2[C:26](=[O:27])[CH2:25][C:24]([CH3:29])([CH3:28])[CH2:23][C:22]2=[O:30])=[CH:17][CH:16]=1, predict the reaction product. (5) The product is: [N:1]1([C:2]2[CH:3]=[CH:4][C:5]([N:8]3[CH2:13][CH2:12][O:11][CH2:10][C:9]3=[O:14])=[CH:6][CH:7]=2)[CH2:21][CH2:20][NH:19][CH2:18][CH2:17]1. Given the reactants [NH2:1][C:2]1[CH:7]=[CH:6][C:5]([N:8]2[CH2:13][CH2:12][O:11][CH2:10][C:9]2=[O:14])=[CH:4][CH:3]=1.Cl.Cl[CH2:17][CH2:18][NH:19][CH2:20][CH2:21]Cl.C(=O)([O-])[O-].[K+].[K+], predict the reaction product. (6) Given the reactants [CH2:1]([O:8][C:9]([NH:11][CH:12]([CH:16]([OH:18])[CH3:17])[C:13]([OH:15])=[O:14])=[O:10])[C:2]1[CH:7]=[CH:6][CH:5]=[CH:4][CH:3]=1.[Cs].Br[CH2:21][C:22]1([CH3:26])[CH2:25][O:24][CH2:23]1, predict the reaction product. The product is: [CH3:21][C:22]1([CH2:26][O:14][C:13](=[O:15])[CH:12]([NH:11][C:9]([O:8][CH2:1][C:2]2[CH:3]=[CH:4][CH:5]=[CH:6][CH:7]=2)=[O:10])[CH:16]([OH:18])[CH3:17])[CH2:25][O:24][CH2:23]1. (7) Given the reactants [C:1]([C:3]1[CH:35]=[CH:34][C:6]([O:7][C:8]2[CH:31]=[CH:30][C:11]3[C:12]([CH2:15][CH2:16][CH:17]4[CH2:22][CH2:21][N:20]([C:23]([O:25][C:26]([CH3:29])([CH3:28])[CH3:27])=[O:24])[CH2:19][CH2:18]4)=[N:13][O:14][C:10]=3[C:9]=2[CH:32]=O)=[CH:5][CH:4]=1)#[N:2].[CH3:36][NH:37][CH3:38].C(O[BH-](OC(=O)C)OC(=O)C)(=O)C.[Na+].C(=O)([O-])[O-].[Na+].[Na+], predict the reaction product. The product is: [C:1]([C:3]1[CH:35]=[CH:34][C:6]([O:7][C:8]2[CH:31]=[CH:30][C:11]3[C:12]([CH2:15][CH2:16][CH:17]4[CH2:22][CH2:21][N:20]([C:23]([O:25][C:26]([CH3:28])([CH3:27])[CH3:29])=[O:24])[CH2:19][CH2:18]4)=[N:13][O:14][C:10]=3[C:9]=2[CH2:32][N:37]([CH3:38])[CH3:36])=[CH:5][CH:4]=1)#[N:2]. (8) Given the reactants C([O:3][C:4](=[O:20])[C@@H:5]([O:18][CH3:19])[CH2:6][C:7]1[CH:12]=[CH:11][C:10]([O:13][CH2:14][CH2:15][CH2:16]Br)=[CH:9][CH:8]=1)C.[O:21]1[C:25]2[CH:26]=[CH:27][C:28]([C:30]3[CH:35]=[CH:34][C:33]([OH:36])=[CH:32][CH:31]=3)=[CH:29][C:24]=2[O:23][CH2:22]1.[OH-].[Na+], predict the reaction product. The product is: [O:21]1[C:25]2[CH:26]=[CH:27][C:28]([C:30]3[CH:35]=[CH:34][C:33]([O:36][CH2:16][CH2:15][CH2:14][O:13][C:10]4[CH:9]=[CH:8][C:7]([CH2:6][C@H:5]([O:18][CH3:19])[C:4]([OH:3])=[O:20])=[CH:12][CH:11]=4)=[CH:32][CH:31]=3)=[CH:29][C:24]=2[O:23][CH2:22]1. (9) Given the reactants [H-].[Al+3].[Li+].[H-].[H-].[H-].[OH:7][CH2:8][C:9]([CH3:28])([CH3:27])[CH2:10][CH2:11][CH2:12][CH2:13][CH:14]([CH2:18][CH2:19][CH2:20][CH2:21][C:22]([CH3:26])([CH3:25])[CH2:23][OH:24])[C:15](O)=[O:16].O.Cl, predict the reaction product. The product is: [OH:16][CH2:15][CH:14]([CH2:18][CH2:19][CH2:20][CH2:21][C:22]([CH3:26])([CH3:25])[CH2:23][OH:24])[CH2:13][CH2:12][CH2:11][CH2:10][C:9]([CH3:28])([CH3:27])[CH2:8][OH:7]. (10) Given the reactants Cl[C:2]1[CH:7]=[C:6]([C:8]2[CH:9]=[N:10][CH:11]=[CH:12][CH:13]=2)[CH:5]=[C:4]([N:14]2[CH2:18][CH2:17][C:16]([F:20])([F:19])[CH2:15]2)[N:3]=1.[NH2:21][C:22]1[CH:27]=[C:26]([C:28]([F:31])([F:30])[F:29])[CH:25]=[CH:24][N:23]=1.CC1(C)C2C(=C(P(C3C=CC=CC=3)C3C=CC=CC=3)C=CC=2)OC2C(P(C3C=CC=CC=3)C3C=CC=CC=3)=CC=CC1=2.O1CCOCC1.C(=O)([O-])[O-].[Cs+].[Cs+], predict the reaction product. The product is: [F:19][C:16]1([F:20])[CH2:17][CH2:18][N:14]([C:4]2[N:3]=[C:2]([NH:21][C:22]3[CH:27]=[C:26]([C:28]([F:30])([F:29])[F:31])[CH:25]=[CH:24][N:23]=3)[CH:7]=[C:6]([C:8]3[CH:9]=[N:10][CH:11]=[CH:12][CH:13]=3)[CH:5]=2)[CH2:15]1.